From a dataset of Catalyst prediction with 721,799 reactions and 888 catalyst types from USPTO. Predict which catalyst facilitates the given reaction. (1) Reactant: [CH:1]1([C:4]2[N:5]=[CH:6][C:7]([O:10][C@H:11]3[CH2:19][N:14]4[CH2:15][CH2:16][NH:17][CH2:18][C@@H:13]4[CH2:12]3)=[N:8][CH:9]=2)[CH2:3][CH2:2]1.[F:20][C:21]1[CH:26]=[CH:25][C:24]([CH2:27][C:28](O)=[O:29])=[CH:23][CH:22]=1.C(N=C=NCCCN(C)C)C.O.OC1C2N=NNC=2C=CC=1.C(N(C(C)C)CC)(C)C. Product: [CH:1]1([C:4]2[N:5]=[CH:6][C:7]([O:10][C@H:11]3[CH2:19][N:14]4[CH2:15][CH2:16][N:17]([C:28](=[O:29])[CH2:27][C:24]5[CH:25]=[CH:26][C:21]([F:20])=[CH:22][CH:23]=5)[CH2:18][C@@H:13]4[CH2:12]3)=[N:8][CH:9]=2)[CH2:3][CH2:2]1. The catalyst class is: 4. (2) Reactant: [N+:1]([C:4]1[CH:9]=[CH:8][C:7]([CH:10]([CH2:15][C:16]([OH:18])=O)[CH2:11][C:12](O)=[O:13])=[CH:6][CH:5]=1)([O-:3])=[O:2].[NH2:19]C(N)=O. Product: [N+:1]([C:4]1[CH:9]=[CH:8][C:7]([CH:10]2[CH2:15][C:16](=[O:18])[NH:19][C:12](=[O:13])[CH2:11]2)=[CH:6][CH:5]=1)([O-:3])=[O:2]. The catalyst class is: 25. (3) Reactant: [C:1]1([C:36]2[CH:41]=[CH:40][CH:39]=[CH:38][CH:37]=2)[CH:6]=[CH:5][C:4]([C@@:7]23[CH2:26][N:20]([C@H:21]([C:23](O)=[O:24])[CH2:22]2)[C:19](=[O:27])[C@@H:18]([NH:28][C:29]([O:31][C:32]([CH3:35])([CH3:34])[CH3:33])=[O:30])[CH2:17][CH2:16][CH2:15][CH2:14][CH2:13][CH2:12][CH2:11][CH2:10][CH2:9][S:8]3)=[CH:3][CH:2]=1.[NH2:42][C@:43]1([C:48]([NH:50][S:51]([CH:54]2[CH2:56][CH2:55]2)(=[O:53])=[O:52])=[O:49])[CH2:45][C@H:44]1[CH:46]=[CH2:47].CC1C=CC(S(O)(=O)=O)=CC=1.CN(C(ON1N=NC2C=CC=NC1=2)=[N+](C)C)C.F[P-](F)(F)(F)(F)F.C(N(CC)C(C)C)(C)C. The catalyst class is: 91. Product: [C:1]1([C:36]2[CH:37]=[CH:38][CH:39]=[CH:40][CH:41]=2)[CH:6]=[CH:5][C:4]([C@@:7]23[CH2:26][N:20]([C@H:21]([C:23](=[O:24])[NH:42][C@:43]4([C:48](=[O:49])[NH:50][S:51]([CH:54]5[CH2:56][CH2:55]5)(=[O:53])=[O:52])[CH2:45][C@H:44]4[CH:46]=[CH2:47])[CH2:22]2)[C:19](=[O:27])[C@@H:18]([NH:28][C:29](=[O:30])[O:31][C:32]([CH3:34])([CH3:35])[CH3:33])[CH2:17][CH2:16][CH2:15][CH2:14][CH2:13][CH2:12][CH2:11][CH2:10][CH2:9][S:8]3)=[CH:3][CH:2]=1. (4) Reactant: [C:1]1([C:6]2[C:15]([CH:16](O)[C:17]3[CH:22]=[CH:21][C:20]([C:23]([F:26])([F:25])[F:24])=[CH:19][CH:18]=3)=[C:14]([CH:28]([CH3:30])[CH3:29])[CH:13]=[C:12]3[C:7]=2[C:8](=[O:33])[CH2:9][C:10]([CH3:32])([CH3:31])[O:11]3)[CH2:5][CH2:4][CH2:3][CH:2]=1. Product: [CH:1]1([C:6]2[C:15]([CH2:16][C:17]3[CH:18]=[CH:19][C:20]([C:23]([F:24])([F:25])[F:26])=[CH:21][CH:22]=3)=[C:14]([CH:28]([CH3:29])[CH3:30])[CH:13]=[C:12]3[C:7]=2[C:8](=[O:33])[CH2:9][C:10]([CH3:31])([CH3:32])[O:11]3)[CH2:2][CH2:3][CH2:4][CH2:5]1. The catalyst class is: 29. (5) Reactant: [OH:1][C:2]1[CH:7]=[CH:6][C:5]([CH2:8][NH:9][C:10](=[O:18])[C:11]2[CH:16]=[CH:15][CH:14]=[N:13][C:12]=2[NH2:17])=[CH:4][CH:3]=1.CS(O)(=O)=O.[CH3:24][O:25][CH2:26][CH2:27][CH2:28][CH2:29][CH2:30][CH3:31].C(=O)([O-])[O-].[Cs+].[Cs+].CN(C=O)C. Product: [CH3:24][O:25][CH2:26][CH2:27][CH2:28][CH2:29][CH2:30][CH2:31][O:1][C:2]1[CH:3]=[CH:4][C:5]([CH2:8][NH:9][C:10](=[O:18])[C:11]2[CH:16]=[CH:15][CH:14]=[N:13][C:12]=2[NH2:17])=[CH:6][CH:7]=1. The catalyst class is: 6. (6) Reactant: [CH2:1]([O:8][C:9](C(N1CCCCC1)=O)=[O:10])[C:2]1[CH:7]=[CH:6][CH:5]=[CH:4][CH:3]=1.[C:19](O)(=O)[CH2:20][C:21]([OH:23])=[O:22].[N:26]1[CH:31]=[CH:30][CH:29]=[CH:28][CH:27]=1.N1CCCCC1. Product: [CH2:1]([O:8][C:9]([N:26]1[CH2:31][CH2:30][CH:29]([CH:19]=[CH:20][C:21]([OH:23])=[O:22])[CH2:28][CH2:27]1)=[O:10])[C:2]1[CH:3]=[CH:4][CH:5]=[CH:6][CH:7]=1. The catalyst class is: 13. (7) Reactant: [CH3:1][C:2]1([CH3:16])[C:6]([CH3:8])([CH3:7])[CH2:5][C:4]([C:9]2[CH:14]=[CH:13][CH:12]=[CH:11][C:10]=2[NH2:15])=[CH:3]1.Cl.Cl[CH2:19][CH2:20][NH:21][CH2:22][CH2:23]Cl. Product: [CH3:1][C:2]1([CH3:16])[C:6]([CH3:7])([CH3:8])[CH2:5][C:4]([C:9]2[CH:14]=[CH:13][CH:12]=[CH:11][C:10]=2[N:15]2[CH2:23][CH2:22][NH:21][CH2:20][CH2:19]2)=[CH:3]1. The catalyst class is: 262. (8) Reactant: OC1C=C([CH2:8][C:9]#[N:10])C=CC=1.[CH2:11]=[O:12].[OH2:13].[C:14]1([CH3:24])[CH:19]=[CH:18][C:17](S(O)(=O)=O)=[CH:16][CH:15]=1. Product: [O:12]1[C:15]2[CH:16]=[C:17]([CH2:8][C:9]#[N:10])[CH:18]=[CH:19][C:14]=2[CH2:24][O:13][CH2:11]1. The catalyst class is: 11. (9) Reactant: [O:1]1[CH2:6][CH2:5][CH2:4][CH2:3][CH:2]1[N:7]1[C:11]([C:12]2[S:13][CH:14]=[C:15]([C:17](O)=[O:18])[N:16]=2)=[CH:10][C:9]([C:20]([F:23])([F:22])[F:21])=[N:8]1.[NH2:24][C:25]1[CH:33]=[C:32]2[C:28]([CH:29]=[N:30][N:31]2[CH2:34][O:35][CH2:36][CH2:37][Si:38]([CH3:41])([CH3:40])[CH3:39])=[CH:27][C:26]=1[C:42]1[CH:43]=[C:44]2[C:48](=[CH:49][CH:50]=1)[CH2:47][N:46]([C:51]([O:53][C:54]([CH3:57])([CH3:56])[CH3:55])=[O:52])[CH2:45]2.CN(C(ON1N=NC2C=CC=NC1=2)=[N+](C)C)C.F[P-](F)(F)(F)(F)F.CCN(C(C)C)C(C)C. Product: [O:1]1[CH2:6][CH2:5][CH2:4][CH2:3][CH:2]1[N:7]1[C:11]([C:12]2[S:13][CH:14]=[C:15]([C:17]([NH:24][C:25]3[CH:33]=[C:32]4[C:28]([CH:29]=[N:30][N:31]4[CH2:34][O:35][CH2:36][CH2:37][Si:38]([CH3:41])([CH3:39])[CH3:40])=[CH:27][C:26]=3[C:42]3[CH:43]=[C:44]4[C:48](=[CH:49][CH:50]=3)[CH2:47][N:46]([C:51]([O:53][C:54]([CH3:57])([CH3:56])[CH3:55])=[O:52])[CH2:45]4)=[O:18])[N:16]=2)=[CH:10][C:9]([C:20]([F:22])([F:21])[F:23])=[N:8]1. The catalyst class is: 39. (10) Reactant: I[CH2:2][CH2:3][O:4][CH:5]1[CH2:10][CH2:9][CH2:8][N:7]([C:11]([O:13][C:14]([CH3:17])([CH3:16])[CH3:15])=[O:12])[CH2:6]1.[Cl:18][C:19]1[C:24]([O:25][CH3:26])=[CH:23][C:22]([O:27][CH3:28])=[C:21]([Cl:29])[C:20]=1[C:30]1[C:41](=[O:42])[NH:40][C:33]2[N:34]=[C:35]([S:38][CH3:39])[N:36]=[CH:37][C:32]=2[CH:31]=1.C([O-])([O-])=O.[K+].[K+]. Product: [Cl:18][C:19]1[C:24]([O:25][CH3:26])=[CH:23][C:22]([O:27][CH3:28])=[C:21]([Cl:29])[C:20]=1[C:30]1[C:41](=[O:42])[N:40]([CH2:2][CH2:3][O:4][CH:5]2[CH2:10][CH2:9][CH2:8][N:7]([C:11]([O:13][C:14]([CH3:17])([CH3:16])[CH3:15])=[O:12])[CH2:6]2)[C:33]2[N:34]=[C:35]([S:38][CH3:39])[N:36]=[CH:37][C:32]=2[CH:31]=1. The catalyst class is: 21.